From a dataset of Catalyst prediction with 721,799 reactions and 888 catalyst types from USPTO. Predict which catalyst facilitates the given reaction. (1) Reactant: Br[C:2]1[CH:11]=[CH:10][CH:9]=[C:8]2[C:3]=1[CH2:4][CH2:5][N:6]1[C:16](=[O:17])[CH2:15][N:14]=[C:13]([N:18]3[CH:22]=[C:21]([CH:23]4[CH2:25][CH2:24]4)[N:20]=[CH:19]3)[CH:12]=[C:7]12.[F:26][C:27]1[N:32]=[CH:31][C:30](B(O)O)=[CH:29][CH:28]=1.C([O-])([O-])=O.[Na+].[Na+].COCCOC. Product: [CH:23]1([C:21]2[N:20]=[CH:19][N:18]([C:13]3[CH:12]=[C:7]4[C:8]5[C:3]([CH2:4][CH2:5][N:6]4[C:16](=[O:17])[CH2:15][N:14]=3)=[C:2]([C:30]3[CH:31]=[N:32][C:27]([F:26])=[CH:28][CH:29]=3)[CH:11]=[CH:10][CH:9]=5)[CH:22]=2)[CH2:24][CH2:25]1. The catalyst class is: 257. (2) Reactant: COC(=O)[NH:4][C:5]12[CH2:12][CH2:11][C:8]([C:13]3[NH:21][C:20]4[C:19](=[O:22])[N:18]([CH2:23][CH2:24][CH3:25])[C:17](=[O:26])[N:16]([CH2:27][CH2:28][CH3:29])[C:15]=4[N:14]=3)([CH2:9][CH2:10]1)[CH2:7][CH2:6]2. Product: [NH2:4][C:5]12[CH2:12][CH2:11][C:8]([C:13]3[NH:21][C:20]4[C:19](=[O:22])[N:18]([CH2:23][CH2:24][CH3:25])[C:17](=[O:26])[N:16]([CH2:27][CH2:28][CH3:29])[C:15]=4[N:14]=3)([CH2:9][CH2:10]1)[CH2:7][CH2:6]2. The catalyst class is: 33. (3) Reactant: [Cl:1][C:2]1[C:3]([O:12][C:13]2[CH:18]=[C:17]([O:19][CH:20]([CH3:22])[CH3:21])[CH:16]=[CH:15][C:14]=2[CH2:23][CH2:24][CH2:25][CH2:26][OH:27])=[N:4][CH:5]=[C:6]([C:8]([F:11])([F:10])[F:9])[CH:7]=1.O[C:29]1[CH:33]=[C:32]([CH2:34][CH2:35][C:36]([O:38]CC)=[O:37])[N:31]([CH2:41][CH:42]([CH3:44])[CH3:43])[N:30]=1.C(P(CCCC)CCCC)CCC.N(C(N1CCCCC1)=O)=NC(N1CCCCC1)=O.O1CCCC1CO.[OH-].[Na+].Cl. Product: [Cl:1][C:2]1[C:3]([O:12][C:13]2[CH:18]=[C:17]([O:19][CH:20]([CH3:21])[CH3:22])[CH:16]=[CH:15][C:14]=2[CH2:23][CH2:24][CH2:25][CH2:26][O:27][C:29]2[CH:33]=[C:32]([CH2:34][CH2:35][C:36]([OH:38])=[O:37])[N:31]([CH2:41][CH:42]([CH3:44])[CH3:43])[N:30]=2)=[N:4][CH:5]=[C:6]([C:8]([F:11])([F:10])[F:9])[CH:7]=1. The catalyst class is: 7. (4) Reactant: [Br:1][C:2]1[CH:3]=[C:4]([CH2:10][C:11]#N)[CH:5]=[N:6][C:7]=1[O:8][CH3:9].[OH-:13].[K+].Cl.[OH2:16]. Product: [Br:1][C:2]1[CH:3]=[C:4]([CH2:10][C:11]([OH:16])=[O:13])[CH:5]=[N:6][C:7]=1[O:8][CH3:9]. The catalyst class is: 14. (5) The catalyst class is: 9. Product: [Cl:44][C:45]1[CH:46]=[C:47]([C@H:53]([NH:56][C:18]([C:11]2[CH:10]=[C:9]([C:7]([N:3]3[CH2:4][CH2:5][CH2:6][C@@H:2]3[CH3:1])=[O:8])[N:17]3[CH2:16][CH2:15][O:14][CH2:13][C:12]=23)=[O:20])[CH2:54][CH3:55])[CH:48]=[N:49][C:50]=1[O:51][CH3:52]. Reactant: [CH3:1][C@H:2]1[CH2:6][CH2:5][CH2:4][N:3]1[C:7]([C:9]1[N:17]2[C:12]([CH2:13][O:14][CH2:15][CH2:16]2)=[C:11]([C:18]([OH:20])=O)[CH:10]=1)=[O:8].ON1C2C=CC=CC=2N=N1.Cl.C(N=C=NCCCN(C)C)C.Cl.[Cl:44][C:45]1[CH:46]=[C:47]([C@H:53]([NH2:56])[CH2:54][CH3:55])[CH:48]=[N:49][C:50]=1[O:51][CH3:52].C(N(CC)CC)C.